The task is: Regression. Given a peptide amino acid sequence and an MHC pseudo amino acid sequence, predict their binding affinity value. This is MHC class II binding data.. This data is from Peptide-MHC class II binding affinity with 134,281 pairs from IEDB. (1) The peptide sequence is GEDQIVDKIDAAFKI. The MHC is DRB4_0101 with pseudo-sequence DRB4_0103. The binding affinity (normalized) is 0.441. (2) The peptide sequence is INEPTAAAIAYWLDR. The MHC is HLA-DQA10102-DQB10602 with pseudo-sequence HLA-DQA10102-DQB10602. The binding affinity (normalized) is 0.772.